This data is from Forward reaction prediction with 1.9M reactions from USPTO patents (1976-2016). The task is: Predict the product of the given reaction. (1) Given the reactants [N+:1]([C:4]1[CH:12]=[CH:11][CH:10]=[C:9]2[C:5]=1[CH:6]=[CH:7][NH:8]2)([O-:3])=[O:2].C([Mg]Br)C.[CH3:17][C:18]1([CH3:26])[C:20]([CH3:22])([CH3:21])[CH:19]1[C:23](Cl)=[O:24], predict the reaction product. The product is: [N+:1]([C:4]1[CH:12]=[CH:11][CH:10]=[C:9]2[C:5]=1[C:6]([C:23]([CH:19]1[C:20]([CH3:22])([CH3:21])[C:18]1([CH3:26])[CH3:17])=[O:24])=[CH:7][NH:8]2)([O-:3])=[O:2]. (2) Given the reactants [OH:1][C:2]1[CH:7]=[CH:6][C:5]([N:8]2[CH2:13][CH2:12][C:11]3[CH:14]=[C:15]([C:17]4[CH:22]=[CH:21][C:20]([O:23][CH3:24])=[CH:19][CH:18]=4)[S:16][C:10]=3[C:9]2=[O:25])=[CH:4][C:3]=1[O:26][CH3:27].Cl.[Cl:29][CH2:30][CH2:31][N:32]1[CH2:37][CH2:36][O:35][CH2:34][CH2:33]1.[H-].[Na+].Cl.CCOC(C)=O, predict the reaction product. The product is: [ClH:29].[CH3:27][O:26][C:3]1[CH:4]=[C:5]([N:8]2[CH2:13][CH2:12][C:11]3[CH:14]=[C:15]([C:17]4[CH:22]=[CH:21][C:20]([O:23][CH3:24])=[CH:19][CH:18]=4)[S:16][C:10]=3[C:9]2=[O:25])[CH:6]=[CH:7][C:2]=1[O:1][CH2:30][CH2:31][N:32]1[CH2:37][CH2:36][O:35][CH2:34][CH2:33]1. (3) Given the reactants Br[C:2]1[CH:11]=[C:10]2[C:5]([CH2:6][CH2:7][N:8]([CH2:13][C:14]3[CH:19]=[CH:18][C:17]([F:20])=[CH:16][CH:15]=3)[C:9]2=[O:12])=[CH:4][CH:3]=1.[F:21][C:22]1[CH:27]=[CH:26][C:25]([C:28]2[O:29][C:30]3[CH:40]=[C:39]([N:41]([CH3:46])[S:42]([CH3:45])(=[O:44])=[O:43])[C:38](B4OC(C)(C)C(C)(C)O4)=[CH:37][C:31]=3[C:32]=2[C:33]([NH:35][CH3:36])=[O:34])=[CH:24][CH:23]=1.C([O-])([O-])=O.[Cs+].[Cs+], predict the reaction product. The product is: [F:20][C:17]1[CH:18]=[CH:19][C:14]([CH2:13][N:8]2[CH2:7][CH2:6][C:5]3[C:10](=[CH:11][C:2]([C:38]4[C:39]([N:41]([CH3:46])[S:42]([CH3:45])(=[O:44])=[O:43])=[CH:40][C:30]5[O:29][C:28]([C:25]6[CH:26]=[CH:27][C:22]([F:21])=[CH:23][CH:24]=6)=[C:32]([C:33]([NH:35][CH3:36])=[O:34])[C:31]=5[CH:37]=4)=[CH:3][CH:4]=3)[C:9]2=[O:12])=[CH:15][CH:16]=1. (4) The product is: [Cl:20][C:21]1[CH:22]=[CH:23][C:24]([C:30]([F:31])([F:32])[F:33])=[C:25]([CH:29]=1)[C:26](/[N:12]=[C:6]1\[S:7][C:8]([CH3:11])=[C:9]([CH3:10])[N:5]\1[CH2:4][CH2:3][O:2][CH3:1])=[O:27]. Given the reactants [CH3:1][O:2][CH2:3][CH2:4][N:5]1[C:9]([CH3:10])=[C:8]([CH3:11])[S:7][C:6]1=[NH:12].CCN(CC)CC.[Cl:20][C:21]1[CH:22]=[CH:23][C:24]([C:30]([F:33])([F:32])[F:31])=[C:25]([CH:29]=1)[C:26](Cl)=[O:27], predict the reaction product. (5) Given the reactants C1C(=O)N(Br)C(=O)C1.C[O:10][C:11](=[O:36])[CH2:12][CH2:13][C:14]1[CH:19]=[C:18]([Cl:20])[C:17]([O:21][C:22]2[CH:23]=[C:24]3[C:28](=[CH:29][CH:30]=2)[NH:27][C:26](Br)=[C:25]3[CH:32]([CH3:34])[CH3:33])=[C:16]([Cl:35])[CH:15]=1.[C:37]([O-:40])([O-])=O.[K+].[K+].[C:43]1(B(O)O)[CH:48]=[CH:47][CH:46]=[CH:45][CH:44]=1.[Li+].[OH-], predict the reaction product. The product is: [Cl:35][C:16]1[CH:15]=[C:14]([CH2:13][CH2:12][C:11]([OH:10])=[O:36])[CH:19]=[C:18]([Cl:20])[C:17]=1[O:21][C:22]1[CH:23]=[C:24]2[C:28](=[CH:29][CH:30]=1)[NH:27][C:26]([C:43]1[CH:48]=[CH:47][C:46]([O:40][CH3:37])=[CH:45][CH:44]=1)=[C:25]2[CH:32]([CH3:33])[CH3:34]. (6) Given the reactants [CH3:1]C(C)([O-])C.[K+].[NH2:7][C:8]1[CH2:13][CH2:12][CH:11](I)[C:10](=[O:15])[C:9]=1[CH3:16].S(OC)(OC)(=O)=O, predict the reaction product. The product is: [CH3:1][O:15][C:10]1[C:9]([CH3:16])=[C:8]([CH:13]=[CH:12][CH:11]=1)[NH2:7].